Dataset: Reaction yield outcomes from USPTO patents with 853,638 reactions. Task: Predict the reaction yield, written as a fraction of the theoretical maximum amount of product (1.0 means a 100% yield; for example, 0.34 means a 34% yield). The reactants are [CH2:1]([O:8][C:9](=[O:19])[NH:10][C:11]1[C:12](=[O:18])[NH:13][CH:14]=[C:15]([I:17])[CH:16]=1)[C:2]1[CH:7]=[CH:6][CH:5]=[CH:4][CH:3]=1.I[CH3:21]. The catalyst is C(Cl)(Cl)Cl.C(=O)([O-])[O-].[Ag+2]. The product is [CH2:1]([O:8][C:9](=[O:19])[NH:10][C:11]1[C:12]([O:18][CH3:21])=[N:13][CH:14]=[C:15]([I:17])[CH:16]=1)[C:2]1[CH:7]=[CH:6][CH:5]=[CH:4][CH:3]=1. The yield is 0.820.